From a dataset of Reaction yield outcomes from USPTO patents with 853,638 reactions. Predict the reaction yield, written as a fraction of the theoretical maximum amount of product (1.0 means a 100% yield; for example, 0.34 means a 34% yield). (1) The reactants are [C:1]([O:5][CH2:6][CH:7]([N:11]1[CH2:15][C:14]([O:16][C:17]2[CH:22]=[CH:21][CH:20]=[CH:19][C:18]=2[O:23][CH3:24])=[CH:13][C:12]1=[O:25])[C:8]([OH:10])=O)([CH3:4])([CH3:3])[CH3:2].CN(C)CCCN=C=NCC.ON1C2C=CC=CC=2N=N1.[NH2:47][C:48]1[CH:52]=[CH:51][N:50]([CH2:53][C:54]([CH3:57])([OH:56])[CH3:55])[N:49]=1. The catalyst is ClCCl. The product is [C:1]([O:5][CH2:6][CH:7]([N:11]1[CH2:15][C:14]([O:16][C:17]2[CH:22]=[CH:21][CH:20]=[CH:19][C:18]=2[O:23][CH3:24])=[CH:13][C:12]1=[O:25])[C:8]([NH:47][C:48]1[CH:52]=[CH:51][N:50]([CH2:53][C:54]([OH:56])([CH3:55])[CH3:57])[N:49]=1)=[O:10])([CH3:3])([CH3:4])[CH3:2]. The yield is 0.320. (2) The catalyst is O1CCCC1. The product is [CH3:1][N:2]([C:11]1[CH:12]=[CH:13][CH:14]=[C:15]2[C:19]=1[NH:18][C:17]([C:20]1[S:21][C:22]3([CH2:29][CH2:28][N:27]([S:31]([CH3:30])(=[O:33])=[O:32])[CH2:26][CH2:25]3)[CH2:23][N:24]=1)=[CH:16]2)[S:3]([C:6]1[S:7][CH:8]=[CH:9][CH:10]=1)(=[O:4])=[O:5]. The reactants are [CH3:1][N:2]([C:11]1[CH:12]=[CH:13][CH:14]=[C:15]2[C:19]=1[NH:18][C:17]([C:20]1[S:21][C:22]3([CH2:29][CH2:28][NH:27][CH2:26][CH2:25]3)[CH2:23][N:24]=1)=[CH:16]2)[S:3]([C:6]1[S:7][CH:8]=[CH:9][CH:10]=1)(=[O:5])=[O:4].[CH3:30][S:31](Cl)(=[O:33])=[O:32].C(N(CC)CC)C. The yield is 0.360. (3) The reactants are [C:1]([O:5][C:6]([N:8]1[CH:17]([C:18](=[O:33])[NH:19][CH:20]([C:29]([O:31]C)=[O:30])[CH2:21][C:22]2[CH:27]=[CH:26][C:25]([Cl:28])=[CH:24][CH:23]=2)[CH2:16][C:15]2[C:10](=[CH:11][CH:12]=[CH:13][CH:14]=2)[CH2:9]1)=[O:7])([CH3:4])([CH3:3])[CH3:2].Cl.CN(C)CCCN=C=NCC. The catalyst is CN(C)C1C=CN=CC=1.ClCCl. The product is [C:1]([O:5][C:6]([N:8]1[CH:17]([C:18](=[O:33])[NH:19][CH:20]([C:29]([OH:31])=[O:30])[CH2:21][C:22]2[CH:23]=[CH:24][C:25]([Cl:28])=[CH:26][CH:27]=2)[CH2:16][C:15]2[C:10](=[CH:11][CH:12]=[CH:13][CH:14]=2)[CH2:9]1)=[O:7])([CH3:4])([CH3:2])[CH3:3]. The yield is 0.830.